Dataset: Full USPTO retrosynthesis dataset with 1.9M reactions from patents (1976-2016). Task: Predict the reactants needed to synthesize the given product. Given the product [NH2:9][C:10]1[C:17]([I:1])=[CH:16][C:13]([C:14]#[N:15])=[C:12]([CH2:18][CH3:19])[CH:11]=1, predict the reactants needed to synthesize it. The reactants are: [I:1]N1C(=O)CCC1=O.[NH2:9][C:10]1[CH:17]=[CH:16][C:13]([C:14]#[N:15])=[C:12]([CH2:18][CH3:19])[CH:11]=1.[OH-].[Na+].